This data is from Full USPTO retrosynthesis dataset with 1.9M reactions from patents (1976-2016). The task is: Predict the reactants needed to synthesize the given product. (1) Given the product [CH2:22]([C:21]1[N:1]([C:3]2[CH:8]=[CH:7][C:6]([S:9]([NH2:12])(=[O:10])=[O:11])=[CH:5][C:4]=2[CH2:13][OH:14])[N:2]=[C:18]([CH3:17])[N:20]=1)[C:23]1[CH:28]=[CH:27][CH:26]=[CH:25][CH:24]=1, predict the reactants needed to synthesize it. The reactants are: [NH:1]([C:3]1[CH:8]=[CH:7][C:6]([S:9]([NH2:12])(=[O:11])=[O:10])=[CH:5][C:4]=1[CH2:13][OH:14])[NH2:2].CO[CH2:17]/[C:18](=[N:20]/[C:21](=O)[CH2:22][C:23]1[CH:28]=[CH:27][CH:26]=[CH:25][CH:24]=1)/C. (2) Given the product [CH2:1]([O:8][C:9](=[O:33])[C@H:10]([NH:25][C:26]([O:28][C:29]([CH3:32])([CH3:31])[CH3:30])=[O:27])[CH2:11][CH2:12][C:13]1[N:23]([CH2:40][CH:34]2[CH2:39][CH2:38][CH2:37][CH2:36][CH2:35]2)[C:16]2[CH:17]=[C:18]([CH3:22])[C:19]([CH3:21])=[CH:20][C:15]=2[N:14]=1)[C:2]1[CH:7]=[CH:6][CH:5]=[CH:4][CH:3]=1, predict the reactants needed to synthesize it. The reactants are: [CH2:1]([O:8][C:9](=[O:33])[C@H:10]([NH:25][C:26]([O:28][C:29]([CH3:32])([CH3:31])[CH3:30])=[O:27])[CH2:11][CH2:12][C:13](=O)[NH:14][C:15]1[CH:20]=[C:19]([CH3:21])[C:18]([CH3:22])=[CH:17][C:16]=1[NH2:23])[C:2]1[CH:7]=[CH:6][CH:5]=[CH:4][CH:3]=1.[CH:34]1([CH:40]=O)[CH2:39][CH2:38][CH2:37][CH2:36][CH2:35]1.C(O[BH-](OC(=O)C)OC(=O)C)(=O)C.[Na+].C(Cl)(Cl)Cl.